From a dataset of Reaction yield outcomes from USPTO patents with 853,638 reactions. Predict the reaction yield, written as a fraction of the theoretical maximum amount of product (1.0 means a 100% yield; for example, 0.34 means a 34% yield). (1) The reactants are [Cl:1][C:2]1[CH:3]=[C:4]2[C:9](=[CH:10][C:11]=1[O:12][C:13]1[CH:21]=[CH:20][C:16]([C:17]([OH:19])=O)=[CH:15][CH:14]=1)[O:8][CH2:7][CH2:6][CH:5]2[C:22]([O:24][CH2:25][CH3:26])=[O:23].F[P-](F)(F)(F)(F)F.N1(OC(N(C)C)=[N+](C)C)C2N=CC=CC=2N=N1.[CH2:51]([NH2:59])[CH2:52][C:53]1[CH:58]=[CH:57][CH:56]=[CH:55][CH:54]=1.C(N(CC)C(C)C)(C)C. The catalyst is CN(C)C=O.O. The product is [Cl:1][C:2]1[CH:3]=[C:4]2[C:9](=[CH:10][C:11]=1[O:12][C:13]1[CH:14]=[CH:15][C:16]([C:17](=[O:19])[NH:59][CH2:51][CH2:52][C:53]3[CH:58]=[CH:57][CH:56]=[CH:55][CH:54]=3)=[CH:20][CH:21]=1)[O:8][CH2:7][CH2:6][CH:5]2[C:22]([O:24][CH2:25][CH3:26])=[O:23]. The yield is 0.930. (2) The reactants are [F:1][C:2]1[C:7]([O:8][CH3:9])=[CH:6][CH:5]=[C:4]([F:10])[C:3]=1[C:11]1[N:16]=[C:15]([C:17]([OH:19])=O)[CH:14]=[CH:13][C:12]=1[F:20].[NH2:21][C:22]1[C:23]([N:31]2[CH2:36][C@H:35]([CH3:37])[C@@H:34]([O:38][Si](C(C)(C)C)(C)C)[C@H:33]([NH:46]C(=O)OC(C)(C)C)[CH2:32]2)=[C:24]2[CH2:30][CH2:29][O:28][C:25]2=[N:26][CH:27]=1.CN(C(ON1N=NC2C=CC=NC1=2)=[N+](C)C)C.F[P-](F)(F)(F)(F)F.CN(C=O)C. No catalyst specified. The product is [NH2:46][C@H:33]1[C@H:34]([OH:38])[C@@H:35]([CH3:37])[CH2:36][N:31]([C:23]2[C:22]([NH:21][C:17]([C:15]3[CH:14]=[CH:13][C:12]([F:20])=[C:11]([C:3]4[C:4]([F:10])=[CH:5][CH:6]=[C:7]([O:8][CH3:9])[C:2]=4[F:1])[N:16]=3)=[O:19])=[CH:27][N:26]=[C:25]3[O:28][CH2:29][CH2:30][C:24]=23)[CH2:32]1. The yield is 0.320. (3) The reactants are [CH3:1][O:2][C:3]1[CH:4]=[C:5]([CH:12]([CH3:15])[CH2:13][OH:14])[CH:6]=[N:7][C:8]=1[N+:9]([O-])=O. The catalyst is CCO.[Pd]. The product is [NH2:9][C:8]1[N:7]=[CH:6][C:5]([CH:12]([CH3:15])[CH2:13][OH:14])=[CH:4][C:3]=1[O:2][CH3:1]. The yield is 0.890. (4) The reactants are [CH3:1][C:2]1[CH:3]=[CH:4][C:5]([N:9]2[CH:13]=[CH:12][CH:11]=[CH:10]2)=[C:6]([OH:8])[CH:7]=1.O=[C:15]1[CH2:20][CH2:19][N:18]([C:21]([O:23][C:24]([CH3:27])([CH3:26])[CH3:25])=[O:22])[CH2:17][CH2:16]1.FC(F)(F)C(O)=O. The catalyst is ClCCl. The product is [CH3:1][C:2]1[CH:3]=[CH:4][C:5]2[N:9]3[CH:13]=[CH:12][CH:11]=[C:10]3[C:15]3([CH2:20][CH2:19][N:18]([C:21]([O:23][C:24]([CH3:27])([CH3:26])[CH3:25])=[O:22])[CH2:17][CH2:16]3)[O:8][C:6]=2[CH:7]=1. The yield is 0.590. (5) The reactants are Br[C:2]1[CH:10]=[C:9]2[C:5]([CH2:6][C:7](=[O:27])[N:8]2[CH:11]([CH2:21][CH:22]2[CH2:26][CH2:25][CH2:24][CH2:23]2)[C:12]([NH:14][C:15]2[CH:20]=[CH:19][CH:18]=[CH:17][N:16]=2)=[O:13])=[CH:4][CH:3]=1.O.[CH3:29][N:30](C)C=O. No catalyst specified. The product is [C:29]([C:2]1[CH:10]=[C:9]2[C:5]([CH2:6][C:7](=[O:27])[N:8]2[CH:11]([CH2:21][CH:22]2[CH2:26][CH2:25][CH2:24][CH2:23]2)[C:12]([NH:14][C:15]2[CH:20]=[CH:19][CH:18]=[CH:17][N:16]=2)=[O:13])=[CH:4][CH:3]=1)#[N:30]. The yield is 0.110. (6) The reactants are [CH3:1][N:2]([CH:10]1[CH2:13][N:12]([C:14]2[C:15]3[N:16]([N:25]=[N:26][N:27]=3)[C:17]([C:20]3[S:21][CH:22]=[CH:23][CH:24]=3)=[CH:18][N:19]=2)[CH2:11]1)C(=O)OC(C)(C)C.FC(F)(F)C(O)=O. The catalyst is ClCCl. The product is [CH3:1][NH:2][CH:10]1[CH2:11][N:12]([C:14]2[C:15]3[N:16]([N:25]=[N:26][N:27]=3)[C:17]([C:20]3[S:21][CH:22]=[CH:23][CH:24]=3)=[CH:18][N:19]=2)[CH2:13]1. The yield is 0.730.